Dataset: Forward reaction prediction with 1.9M reactions from USPTO patents (1976-2016). Task: Predict the product of the given reaction. (1) Given the reactants [F:1][CH:2]([F:29])[C:3]1[CH:7]=[C:6]([CH:8]([F:10])[F:9])[N:5]([CH2:11][C:12]([N:14]2[CH2:19][CH2:18][CH:17]([C:20]3[N:25]=[C:24]([C:26]([OH:28])=[O:27])[CH:23]=[CH:22][CH:21]=3)[CH2:16][CH2:15]2)=[O:13])[N:4]=1.[CH:30]1(O)[CH2:35][CH2:34][CH2:33][CH2:32][CH2:31]1.C(N=C=NCCCN(C)C)C.O, predict the reaction product. The product is: [F:29][CH:2]([F:1])[C:3]1[CH:7]=[C:6]([CH:8]([F:9])[F:10])[N:5]([CH2:11][C:12]([N:14]2[CH2:19][CH2:18][CH:17]([C:20]3[N:25]=[C:24]([C:26]([O:28][CH:30]4[CH2:35][CH2:34][CH2:33][CH2:32][CH2:31]4)=[O:27])[CH:23]=[CH:22][CH:21]=3)[CH2:16][CH2:15]2)=[O:13])[N:4]=1. (2) Given the reactants [NH2:1][C:2]1[C:3]([C:21](=[O:23])[NH2:22])=[N:4][C:5]([CH:8]2[CH2:13][CH2:12][N:11](C(OC(C)(C)C)=O)[CH2:10][CH2:9]2)=[N:6][CH:7]=1.Cl, predict the reaction product. The product is: [NH2:1][C:2]1[C:3]([C:21]([NH2:22])=[O:23])=[N:4][C:5]([CH:8]2[CH2:9][CH2:10][NH:11][CH2:12][CH2:13]2)=[N:6][CH:7]=1. (3) Given the reactants [F:1][C:2]1[CH:3]=[C:4]([C@H:9]2[N:14](CC(NC3C=C4C(=CC=3)C[C@@]3(C(=O)NC(=O)N3C)C4)=O)[C:13](=[O:35])[C:12]([CH3:37])([CH3:36])[S:11][CH2:10]2)[CH:5]=[C:6]([F:8])[CH:7]=1.ClC1C=C(C=CC=1)C(OO)=O.[OH-].[Ca+2].[OH-], predict the reaction product. The product is: [F:8][C:6]1[CH:5]=[C:4]([C@H:9]2[NH:14][C:13](=[O:35])[C:12]([CH3:37])([CH3:36])[S:11][CH2:10]2)[CH:3]=[C:2]([F:1])[CH:7]=1. (4) Given the reactants [C@@H:1]1([N:9]2[CH:16]=[N:15][C:13]([NH2:14])=[N:12][C:10]2=[O:11])[O:8][C@H:5]([CH2:6][OH:7])[C@@H:3]([OH:4])[CH2:2]1.[BH4-].[Na+].O, predict the reaction product. The product is: [C@@H:1]1([N:9]2[CH2:16][NH:15][C:13]([NH2:14])=[N:12][C:10]2=[O:11])[O:8][C@H:5]([CH2:6][OH:7])[C@@H:3]([OH:4])[CH2:2]1. (5) The product is: [CH2:1]([O:8][C:9]([NH:11][C@H:12]([C:13]([O:15][CH2:16][CH3:17])=[O:14])[CH2:18][CH2:19][C:20]([OH:22])=[O:21])=[O:10])[C:2]1[CH:3]=[CH:4][CH:5]=[CH:6][CH:7]=1. Given the reactants [CH2:1]([O:8][C:9]([NH:11][C@@H:12]([CH2:18][CH2:19][C:20]([O:22]C(C)(C)C)=[O:21])[C:13]([O:15][CH2:16][CH3:17])=[O:14])=[O:10])[C:2]1[CH:7]=[CH:6][CH:5]=[CH:4][CH:3]=1.C(O)(C(F)(F)F)=O, predict the reaction product. (6) Given the reactants C([N-]C(C)C)(C)C.[Li+].[Cl:9][C:10]1[C:15]([F:16])=[CH:14][CH:13]=[CH:12][N:11]=1.[I:17]I, predict the reaction product. The product is: [Cl:9][C:10]1[C:15]([F:16])=[C:14]([I:17])[CH:13]=[CH:12][N:11]=1. (7) Given the reactants [N:1]1([C:6]2[CH:23]=[CH:22][C:9]([CH2:10][C:11]3[CH:19]=[C:18]4[C:14]([CH2:15][NH:16][C:17]4=[O:20])=[CH:13][C:12]=3[CH3:21])=[CH:8][CH:7]=2)[CH:5]=[CH:4][CH:3]=[N:2]1.C(=O)([O-])[O-].[K+].[K+].F[C:31]1[C:38]([F:39])=[CH:37][CH:36]=[CH:35][C:32]=1[C:33]#[N:34], predict the reaction product. The product is: [F:39][C:38]1[C:31]([N:16]2[CH2:15][C:14]3[C:18](=[CH:19][C:11]([CH2:10][C:9]4[CH:22]=[CH:23][C:6]([N:1]5[CH:5]=[CH:4][CH:3]=[N:2]5)=[CH:7][CH:8]=4)=[C:12]([CH3:21])[CH:13]=3)[C:17]2=[O:20])=[C:32]([CH:35]=[CH:36][CH:37]=1)[C:33]#[N:34]. (8) Given the reactants [NH2:1][C:2]1[NH:6][N:5]=[C:4]([NH:7][C:8]2[CH:13]=[CH:12][CH:11]=[C:10]([Cl:14])[CH:9]=2)[C:3]=1[C:15]([NH2:17])=[O:16].[CH3:18][C:19]1[N:20]=[CH:21][S:22][C:23]=1[CH:24]=O, predict the reaction product. The product is: [Cl:14][C:10]1[CH:9]=[C:8]([NH:7][C:4]2[C:3]([C:15]([NH2:17])=[O:16])=[C:2]([N:1]=[CH:24][C:23]3[S:22][CH:21]=[N:20][C:19]=3[CH3:18])[NH:6][N:5]=2)[CH:13]=[CH:12][CH:11]=1. (9) Given the reactants [F:1][C:2]1[CH:3]=[C:4]([CH:29]=[C:30]([N:32]2[CH2:37][CH2:36][CH2:35][CH2:34][CH2:33]2)[CH:31]=1)[C:5]([NH:7][C:8]1[C:17]2[C:12](=[CH:13][CH:14]=[CH:15][CH:16]=2)[C:11]([O:18][C:19]2[CH:24]=[CH:23][N:22]=[C:21](S(C)(=O)=O)[N:20]=2)=[CH:10][CH:9]=1)=[O:6].[NH2:38][CH:39]1[CH2:44][CH2:43][N:42]([CH3:45])[CH2:41][CH2:40]1, predict the reaction product. The product is: [F:1][C:2]1[CH:3]=[C:4]([CH:29]=[C:30]([N:32]2[CH2:37][CH2:36][CH2:35][CH2:34][CH2:33]2)[CH:31]=1)[C:5]([NH:7][C:8]1[C:17]2[C:12](=[CH:13][CH:14]=[CH:15][CH:16]=2)[C:11]([O:18][C:19]2[CH:24]=[CH:23][N:22]=[C:21]([NH:38][CH:39]3[CH2:44][CH2:43][N:42]([CH3:45])[CH2:41][CH2:40]3)[N:20]=2)=[CH:10][CH:9]=1)=[O:6]. (10) Given the reactants O=[C:2]([CH2:8][C:9](=[O:11])[CH3:10])[C:3]([O:5][CH2:6][CH3:7])=[O:4].Cl.C[NH:14][O:15][CH3:16], predict the reaction product. The product is: [CH3:16][O:15]/[N:14]=[C:2](/[CH2:8][C:9](=[O:11])[CH3:10])\[C:3]([O:5][CH2:6][CH3:7])=[O:4].